Dataset: Antibody developability classification from SAbDab with 2,409 antibodies. Task: Regression/Classification. Given an antibody's heavy chain and light chain sequences, predict its developability. TAP uses regression for 5 developability metrics; SAbDab uses binary classification. (1) The antibody is ['QVQLQESGPGLVKPSQTLSLTCSVSGVSLSGGSYTWNWIRQPAGKGLEWIGRIFTSGSTNYNPSLKGRLTMSIDTSKNQLSLRLSSVTAADTAVYYCVADYYYSVPDVWGQGTPVTVSS', 'QPVLTQPPSASASLGASVTLTCTLSSGYSNYKVDWYQQRPGKGPRFVMRVGTGGIVGSKGDGIADRFSVSGSGLNRSLTIKNIQEEDESDYHCGADHGSGDNFVRVFGGGTKLTVL']. Result: 0 (not developable). (2) The antibody is ['EVQLVQSGAEVKKRGSSVKVSCKSSGGTFSNYAINWVRQAPGQGLEWMGGIIPILGIANYAQKFQGRVTITTDESTSTAYMELSSLRSEDTAVYYCARGWGREQLAPHPSQYYYYYYGMDVWGQGTTVTVSS', 'EIVMTQSPGTPSLSPGERATLSCRASQSIRSTYLAWYQQKPGQAPRLLIYGASSRATGIPDRFSGSGSGTDFTLTISRLEPEDFAVYYCQQYGRSPSFGQGTKVEIK']. Result: 0 (not developable). (3) The antibody is ['5u3d', 'DIQMTQSPILLSASVGDRVTITCRASQDVNTAVAWYQQRTNGSPRLLIYSASFLYSGVPSRFSGSRSGTDFTLTISSLQPEDIADYYCQQHYTTPPTFGAGTKVEIK']. Result: 0 (not developable). (4) The antibody is ['QVQLVESGGGVVQPGRSLRLSCAASGFAFSSYGMHWVRQAPGKGLEWVAVIWFDGTKKYYTDSVKGRFTISRDNSKNTLYLQMNTLRAEDTAVYYCARDRGIGARRGPYYMDVWGKGTTVTVSS', 'DIQMTQSPSSLSASVGDRVTITCRASQSISSYLNWYQQKPGKAPKLLIYAASSLQSGVPSRFSGSGSGTDFTLTISSLQPEDFATYYCQQSYSTPLTFGGGTKVEIK']. Result: 1 (developable). (5) The antibody is ['2atk', 'PROT_7E7F8549']. Result: 0 (not developable). (6) The antibody is ['3o0r', 'DIQMTQSPPYLAASPGETITINCRASKSIRKYLAWYQEKPGKTNKLLIYSGSTLQFGIPSRFSGSGSGTEFTLTISSLEPEDFAMYYCQQHNEYPLTFGAGTKLELK']. Result: 0 (not developable).